From a dataset of Full USPTO retrosynthesis dataset with 1.9M reactions from patents (1976-2016). Predict the reactants needed to synthesize the given product. (1) Given the product [ClH:16].[CH2:13]([O:15][C:1](=[NH:2])[C:3]1[CH:12]=[CH:11][C:6]([C:7]([O:9][CH3:10])=[O:8])=[CH:5][CH:4]=1)[CH3:14], predict the reactants needed to synthesize it. The reactants are: [C:1]([C:3]1[CH:12]=[CH:11][C:6]([C:7]([O:9][CH3:10])=[O:8])=[CH:5][CH:4]=1)#[N:2].[C:13]([Cl:16])(=[O:15])[CH3:14]. (2) Given the product [Cl:1][C:2]1[CH:7]=[C:6]([Cl:8])[CH:5]=[CH:4][C:3]=1[NH:9][C:10]1[C:19]2[C:14](=[CH:15][N:16]=[C:17]([O:27][CH2:26][CH2:25][N:24]([CH3:28])[CH3:23])[CH:18]=2)[N:13]=[CH:12][C:11]=1[C:21]#[N:22], predict the reactants needed to synthesize it. The reactants are: [Cl:1][C:2]1[CH:7]=[C:6]([Cl:8])[CH:5]=[CH:4][C:3]=1[NH:9][C:10]1[C:19]2[C:14](=[CH:15][N:16]=[C:17](F)[CH:18]=2)[N:13]=[CH:12][C:11]=1[C:21]#[N:22].[CH3:23][N:24]([CH3:28])[CH2:25][CH2:26][O-:27].[Na+].O. (3) Given the product [C:19]([O:18][C:16]([NH:15][C@@H:10]1[CH2:11][CH2:12][CH:13]([OH:23])[CH2:14][C@@H:9]1[NH:8][C:6]([O:5][C:1]([CH3:4])([CH3:3])[CH3:2])=[O:7])=[O:17])([CH3:22])([CH3:21])[CH3:20], predict the reactants needed to synthesize it. The reactants are: [C:1]([O:5][C:6]([NH:8][C@@H:9]1[CH2:14][CH:13]=[CH:12][CH2:11][C@@H:10]1[NH:15][C:16]([O:18][C:19]([CH3:22])([CH3:21])[CH3:20])=[O:17])=[O:7])([CH3:4])([CH3:3])[CH3:2].[OH-:23].[Na+].OO. (4) Given the product [Cl:12][C:13]1[C:22]2[C:17](=[CH:18][CH:19]=[C:20]([C:23]([C:6]3[N:2]([CH3:1])[N:3]=[N:4][CH:5]=3)([C:25]3[N:29]([CH3:30])[CH:28]=[N:27][CH:26]=3)[OH:24])[CH:21]=2)[N:16]=[C:15]([O:31][CH3:32])[C:14]=1[CH2:33][C:34]1[CH:35]=[CH:36][C:37]([C:40]([F:42])([F:41])[F:43])=[CH:38][CH:39]=1, predict the reactants needed to synthesize it. The reactants are: [CH3:1][N:2]1[CH:6]=[CH:5][N:4]=[N:3]1.[Li]CCCC.[Cl:12][C:13]1[C:22]2[C:17](=[CH:18][CH:19]=[C:20]([C:23]([C:25]3[N:29]([CH3:30])[CH:28]=[N:27][CH:26]=3)=[O:24])[CH:21]=2)[N:16]=[C:15]([O:31][CH3:32])[C:14]=1[CH2:33][C:34]1[CH:39]=[CH:38][C:37]([C:40]([F:43])([F:42])[F:41])=[CH:36][CH:35]=1. (5) The reactants are: C1COCC1.[CH3:6][O:7][C:8]1[C:13]2[CH2:14][CH2:15][C@@H:16]3[C@H:21]([C:12]=2[CH:11]=[CH:10][C:9]=1[O:23][CH3:24])[CH2:20][NH:19][C:18](=O)[CH2:17]3.[ClH:25]. Given the product [ClH:25].[CH3:6][O:7][C:8]1[C:13]2[CH2:14][CH2:15][C@@H:16]3[C@H:21]([C:12]=2[CH:11]=[CH:10][C:9]=1[O:23][CH3:24])[CH2:20][NH:19][CH2:18][CH2:17]3, predict the reactants needed to synthesize it. (6) The reactants are: O=[C:2]1[CH2:7][CH2:6][N:5]([C:8]([O:10][C:11]([CH3:14])([CH3:13])[CH3:12])=[O:9])[CH:4]([C:15]2[CH:20]=[CH:19][CH:18]=[CH:17][CH:16]=2)[CH2:3]1.[CH3:21][C:22]([S:25]([NH2:27])=[O:26])([CH3:24])[CH3:23].C1(C)C=CC=CC=1.C([O-])(O)=O.[Na+]. Given the product [C:22]([S:25]([N:27]=[C:2]1[CH2:7][CH2:6][N:5]([C:8]([O:10][C:11]([CH3:14])([CH3:13])[CH3:12])=[O:9])[CH:4]([C:15]2[CH:20]=[CH:19][CH:18]=[CH:17][CH:16]=2)[CH2:3]1)=[O:26])([CH3:24])([CH3:23])[CH3:21], predict the reactants needed to synthesize it.